The task is: Predict the reaction yield, written as a fraction of the theoretical maximum amount of product (1.0 means a 100% yield; for example, 0.34 means a 34% yield).. This data is from Reaction yield outcomes from USPTO patents with 853,638 reactions. The reactants are [Sn](Cl)Cl.[F:4][C:5]1[CH:6]=[C:7]([N+:13]([O-])=O)[C:8]([C:11]#N)=[N:9][CH:10]=1.Cl.S(Cl)(Cl)=[O:18].C[CH2:22][OH:23]. No catalyst specified. The product is [NH2:13][C:7]1[C:8]([C:11]([O:23][CH3:22])=[O:18])=[N:9][CH:10]=[C:5]([F:4])[CH:6]=1. The yield is 0.630.